From a dataset of Full USPTO retrosynthesis dataset with 1.9M reactions from patents (1976-2016). Predict the reactants needed to synthesize the given product. Given the product [CH3:25][N:26]([CH3:33])[CH2:27][C:28]([CH3:32])([CH3:31])[CH2:29][O:30][C:2]1[C:10]2[C:9]3[CH:11]=[C:12]([C:15]#[N:16])[N:13]=[CH:14][C:8]=3[NH:7][C:6]=2[N:5]=[CH:4][CH:3]=1, predict the reactants needed to synthesize it. The reactants are: Cl[C:2]1[C:10]2[C:9]3[CH:11]=[C:12]([C:15]#[N:16])[N:13]=[CH:14][C:8]=3[N:7](COCC[Si](C)(C)C)[C:6]=2[N:5]=[CH:4][CH:3]=1.[CH3:25][N:26]([CH3:33])[CH2:27][C:28]([CH3:32])([CH3:31])[CH2:29][OH:30].